This data is from NCI-60 drug combinations with 297,098 pairs across 59 cell lines. The task is: Regression. Given two drug SMILES strings and cell line genomic features, predict the synergy score measuring deviation from expected non-interaction effect. Drug 1: CC1=C(C(=O)C2=C(C1=O)N3CC4C(C3(C2COC(=O)N)OC)N4)N. Drug 2: CC1CCCC2(C(O2)CC(NC(=O)CC(C(C(=O)C(C1O)C)(C)C)O)C(=CC3=CSC(=N3)C)C)C. Cell line: MOLT-4. Synergy scores: CSS=92.5, Synergy_ZIP=0.966, Synergy_Bliss=0.620, Synergy_Loewe=-1.18, Synergy_HSA=1.86.